From a dataset of NCI-60 drug combinations with 297,098 pairs across 59 cell lines. Regression. Given two drug SMILES strings and cell line genomic features, predict the synergy score measuring deviation from expected non-interaction effect. Drug 1: CC1C(C(CC(O1)OC2CC(CC3=C2C(=C4C(=C3O)C(=O)C5=C(C4=O)C(=CC=C5)OC)O)(C(=O)C)O)N)O.Cl. Drug 2: CC1=C(C(CCC1)(C)C)C=CC(=CC=CC(=CC(=O)O)C)C. Cell line: U251. Synergy scores: CSS=14.4, Synergy_ZIP=-5.40, Synergy_Bliss=-9.76, Synergy_Loewe=-63.7, Synergy_HSA=-14.5.